Dataset: Forward reaction prediction with 1.9M reactions from USPTO patents (1976-2016). Task: Predict the product of the given reaction. (1) Given the reactants Cl[C:2]1[N:3]=[CH:4][C:5]2[CH:6]=[CH:7][C:8]3[C:17]4[C:16](=[O:18])[NH:15][CH2:14][C:13]=4[NH:12][C:9]=3[C:10]=2[CH:11]=1.[F:19][C:20]1[CH:21]=[C:22]([CH:24]=[CH:25][CH:26]=1)[NH2:23].[C:27]([O-:30])([O-])=[O:28].[Cs+].[Cs+].C1C=CC(P(C2C=CC=CC=2)C2C=CC=CC=2)=CC=1.C1(P(C2CCCCC2)[C:59]2C=CC=[CH:61][C:60]=2[C:65]2C=CC=CC=2N(C)C)CCCCC1, predict the reaction product. The product is: [C:60]([O:30][C:27]([N:15]1[C:16](=[O:18])[C:17]2[C:8]3[CH:7]=[CH:6][C:5]4[CH:4]=[N:3][C:2]([NH:23][C:22]5[CH:24]=[CH:25][CH:26]=[C:20]([F:19])[CH:21]=5)=[CH:11][C:10]=4[C:9]=3[NH:12][C:13]=2[CH2:14]1)=[O:28])([CH3:65])([CH3:61])[CH3:59]. (2) Given the reactants [N:1]([C@@H:4]([C@@H:19]([C:28]1[CH:33]=[CH:32][C:31]([Cl:34])=[CH:30][CH:29]=1)[C:20]1[CH:21]=[N:22][C:23]([O:26][CH3:27])=[CH:24][CH:25]=1)[C:5](N1[C@@H](C2C=CC=CC=2)COC1=O)=[O:6])=[N+:2]=[N-:3].[OH:35]O.[Li+].[OH-], predict the reaction product. The product is: [N:1]([C@@H:4]([C@H:19]([C:28]1[CH:33]=[CH:32][C:31]([Cl:34])=[CH:30][CH:29]=1)[C:20]1[CH:21]=[N:22][C:23]([O:26][CH3:27])=[CH:24][CH:25]=1)[C:5]([OH:6])=[O:35])=[N+:2]=[N-:3]. (3) The product is: [Cl:30][C:27]1[CH:28]=[CH:29][C:24]([CH:9]2[C:8]3[NH:4][C:5]([C:35]4[CH:36]=[CH:37][C:38]([C:40]([F:43])([F:42])[F:41])=[CH:39][C:34]=4[O:33][CH3:32])=[N:6][C:7]=3[C:11](=[O:12])[N:10]2[C:13]2[CH:14]=[C:15]([CH3:23])[C:16]3[N:17]([C:19]([CH3:22])=[N:20][N:21]=3)[CH:18]=2)=[CH:25][CH:26]=1. Given the reactants C([N:4]1[C:8]2[CH:9]([C:24]3[CH:29]=[CH:28][C:27]([Cl:30])=[CH:26][CH:25]=3)[N:10]([C:13]3[CH:14]=[C:15]([CH3:23])[C:16]4[N:17]([C:19]([CH3:22])=[N:20][N:21]=4)[CH:18]=3)[C:11](=[O:12])[C:7]=2[N:6]=[C:5]1Br)C=C.[CH3:32][O:33][C:34]1[CH:39]=[C:38]([C:40]([F:43])([F:42])[F:41])[CH:37]=[CH:36][C:35]=1B(O)O, predict the reaction product. (4) Given the reactants [CH2:1]([N:5]([CH2:19][CH2:20][CH2:21][CH3:22])[CH2:6][CH2:7][CH2:8][O:9][C:10]1[CH:18]=[CH:17][C:13]([C:14](Cl)=[O:15])=[CH:12][CH:11]=1)[CH2:2][CH2:3][CH3:4].Cl.[CH3:24][NH:25][CH3:26].C[Si](Cl)(C)C.O, predict the reaction product. The product is: [CH2:1]([N:5]([CH2:19][CH2:20][CH2:21][CH3:22])[CH2:6][CH2:7][CH2:8][O:9][C:10]1[CH:18]=[CH:17][C:13]([C:14]([N:25]([CH3:26])[CH3:24])=[O:15])=[CH:12][CH:11]=1)[CH2:2][CH2:3][CH3:4].